From a dataset of Reaction yield outcomes from USPTO patents with 853,638 reactions. Predict the reaction yield, written as a fraction of the theoretical maximum amount of product (1.0 means a 100% yield; for example, 0.34 means a 34% yield). (1) The reactants are [C:1]1([C:7]2[CH:11]=[CH:10][NH:9][N:8]=2)[CH:6]=[CH:5][CH:4]=[CH:3][CH:2]=1.C1C(=O)N([Br:19])C(=O)C1.O. The product is [Br:19][C:11]1[C:7]([C:1]2[CH:2]=[CH:3][CH:4]=[CH:5][CH:6]=2)=[N:8][NH:9][CH:10]=1. The yield is 0.930. The catalyst is CN(C=O)C. (2) The reactants are C(OC([N:8]1[CH2:13][CH2:12][CH:11]([NH:14][C:15]2[S:16][CH:17]=[CH:18][N:19]=2)[CH2:10][CH2:9]1)=O)(C)(C)C.Cl. The catalyst is ClCCCl. The product is [NH:8]1[CH2:9][CH2:10][CH:11]([NH:14][C:15]2[S:16][CH:17]=[CH:18][N:19]=2)[CH2:12][CH2:13]1. The yield is 0.930. (3) The reactants are Br.[CH2:2]([C:4]1[N:5]=[C:6]([C@@H:9]([NH2:20])[CH2:10][C:11]2[CH:16]=[CH:15][C:14]([N+:17]([O-:19])=[O:18])=[CH:13][CH:12]=2)[S:7][CH:8]=1)[CH3:3].[C:21]([NH:24][C@H:25]([C:33](O)=[O:34])[CH2:26][C:27]1[CH:32]=[CH:31][CH:30]=[CH:29][CH:28]=1)(=[O:23])[CH3:22].ON1C2C=CC=CC=2N=N1.C(N(C(C)C)CC)(C)C.CN(C)CCCN=C=NCC. The catalyst is CN(C=O)C.O. The product is [C:21]([NH:24][C@@H:25]([CH2:26][C:27]1[CH:28]=[CH:29][CH:30]=[CH:31][CH:32]=1)[C:33]([NH:20][C@H:9]([C:6]1[S:7][CH:8]=[C:4]([CH2:2][CH3:3])[N:5]=1)[CH2:10][C:11]1[CH:16]=[CH:15][C:14]([N+:17]([O-:19])=[O:18])=[CH:13][CH:12]=1)=[O:34])(=[O:23])[CH3:22]. The yield is 0.700. (4) The reactants are Cl[C:2]1[C:11]2[C:6](=[CH:7][C:8]([C:12]3[C:13]([CH3:18])=[N:14][O:15][C:16]=3[CH3:17])=[CH:9][CH:10]=2)[N:5]=[CH:4][C:3]=1[C:19]([OH:21])=[O:20].[NH2:22][C:23]1[CH:24]=[C:25]([CH:31]=[CH:32][CH:33]=1)[C:26]([O:28][CH2:29][CH3:30])=[O:27]. The catalyst is C(O)(=O)C. The product is [CH3:18][C:13]1[C:12]([C:8]2[CH:7]=[C:6]3[C:11]([C:2]([NH:22][C:23]4[CH:33]=[CH:32][CH:31]=[C:25]([C:26]([O:28][CH2:29][CH3:30])=[O:27])[CH:24]=4)=[C:3]([C:19]([OH:21])=[O:20])[CH:4]=[N:5]3)=[CH:10][CH:9]=2)=[C:16]([CH3:17])[O:15][N:14]=1. The yield is 0.780. (5) The reactants are Cl[C:2]1[CH:7]=[C:6]([N:8]2[CH2:13][CH2:12][N:11]([C:14]([O:16][C:17]([CH3:20])([CH3:19])[CH3:18])=[O:15])[CH2:10][CH2:9]2)[CH:5]=[CH:4][N:3]=1.[F:21][C:22]1[CH:27]=[C:26]([F:28])[CH:25]=[CH:24][C:23]=1B(O)O.C(=O)([O-])[O-].[Na+].[Na+].C1(C)C=CC=CC=1. The catalyst is O. The product is [F:21][C:22]1[CH:27]=[C:26]([F:28])[CH:25]=[CH:24][C:23]=1[C:2]1[CH:7]=[C:6]([N:8]2[CH2:13][CH2:12][N:11]([C:14]([O:16][C:17]([CH3:20])([CH3:19])[CH3:18])=[O:15])[CH2:10][CH2:9]2)[CH:5]=[CH:4][N:3]=1. The yield is 0.370.